From a dataset of Full USPTO retrosynthesis dataset with 1.9M reactions from patents (1976-2016). Predict the reactants needed to synthesize the given product. (1) Given the product [Cl:1][C:2]1[CH:3]=[C:4]([CH:21]=[CH:22][CH:23]=1)[CH2:5][S:6][C:7]1[NH:12][C:11](=[O:13])[C:10]([OH:14])=[CH:9][N:8]=1, predict the reactants needed to synthesize it. The reactants are: [Cl:1][C:2]1[CH:3]=[C:4]([CH:21]=[CH:22][CH:23]=1)[CH2:5][S:6][C:7]1[NH:12][C:11](=[O:13])[C:10]([O:14]C2CCCCO2)=[CH:9][N:8]=1.Cl. (2) Given the product [CH2:8]([C:30]1[CH:31]=[CH:32][C:33]2[C:39](=[O:40])[CH2:38][CH2:37][CH2:36][CH2:35][C:34]=2[CH:29]=1)[CH2:9][CH2:2][CH2:3][CH2:4][CH2:5][CH2:6][CH3:7], predict the reactants needed to synthesize it. The reactants are: B1[CH:6]2[CH2:7][CH2:8][CH2:9][CH:2]1[CH2:3][CH2:4][CH2:5]2.C=CCCCCCC.[O-]P([O-])([O-])=O.[K+].[K+].[K+].[K+].[Br-].O.[CH:29]1[C:34]2[CH2:35][CH2:36][CH2:37][CH2:38][C:39](=[O:40])[C:33]=2[CH:32]=[CH:31][C:30]=1OS(C(F)(F)F)(=O)=O.